This data is from Full USPTO retrosynthesis dataset with 1.9M reactions from patents (1976-2016). The task is: Predict the reactants needed to synthesize the given product. Given the product [NH2:30][CH:31]([C:35]1[CH:40]=[CH:39][CH:38]=[CH:37][CH:36]=1)[C:32]([N:9]([C:7]1[CH:8]=[C:3]([O:2][CH3:1])[CH:4]=[CH:5][C:6]=1[CH3:22])[CH2:10][CH2:11][C:12]1[CH:17]=[CH:16][C:15]([C:18]([F:20])([F:19])[F:21])=[CH:14][CH:13]=1)=[O:33], predict the reactants needed to synthesize it. The reactants are: [CH3:1][O:2][C:3]1[CH:4]=[CH:5][C:6]([CH3:22])=[C:7]([NH:9][CH2:10][CH2:11][C:12]2[CH:17]=[CH:16][C:15]([C:18]([F:21])([F:20])[F:19])=[CH:14][CH:13]=2)[CH:8]=1.C(OC([NH:30][CH:31]([C:35]1[CH:40]=[CH:39][CH:38]=[CH:37][CH:36]=1)[C:32](O)=[O:33])=O)(C)(C)C.